From a dataset of Forward reaction prediction with 1.9M reactions from USPTO patents (1976-2016). Predict the product of the given reaction. (1) Given the reactants [CH:1]1([C:7]2[CH:41]=[CH:40][C:10]([C:11]([N:13]3[C:19]4[CH:20]=[C:21]([C:24]([O:26]C)=[O:25])[CH:22]=[CH:23][C:18]=4[CH2:17][N:16]4[C:28]([C:31]([N:33]5[CH2:38][CH2:37][N:36]([CH3:39])[CH2:35][CH2:34]5)=[O:32])=[CH:29][CH:30]=[C:15]4[CH2:14]3)=[O:12])=[CH:9][CH:8]=2)[CH2:6][CH2:5][CH2:4][CH2:3][CH2:2]1.[OH-].[Na+].Cl, predict the reaction product. The product is: [CH:1]1([C:7]2[CH:41]=[CH:40][C:10]([C:11]([N:13]3[C:19]4[CH:20]=[C:21]([C:24]([OH:26])=[O:25])[CH:22]=[CH:23][C:18]=4[CH2:17][N:16]4[C:28]([C:31]([N:33]5[CH2:34][CH2:35][N:36]([CH3:39])[CH2:37][CH2:38]5)=[O:32])=[CH:29][CH:30]=[C:15]4[CH2:14]3)=[O:12])=[CH:9][CH:8]=2)[CH2:6][CH2:5][CH2:4][CH2:3][CH2:2]1. (2) Given the reactants [CH3:1][C:2]1[CH:23]=[CH:22][CH:21]=[C:20]([CH3:24])[C:3]=1[CH2:4][O:5][C:6]1[C:14]2[N:13]=[C:12]([CH3:15])[N:11]([CH3:16])[C:10]=2[CH:9]=[C:8]([C:17](O)=[O:18])[CH:7]=1.F[B-](F)(F)F.N1(O[C:40](N(C)C)=[N+:41](C)[CH3:42])C2C=CC=CC=2N=N1.CNC, predict the reaction product. The product is: [CH3:40][N:41]([CH3:42])[C:17]([C:8]1[CH:7]=[C:6]([O:5][CH2:4][C:3]2[C:2]([CH3:1])=[CH:23][CH:22]=[CH:21][C:20]=2[CH3:24])[C:14]2[N:13]=[C:12]([CH3:15])[N:11]([CH3:16])[C:10]=2[CH:9]=1)=[O:18]. (3) Given the reactants Br[C:2]1[C:3](=[O:14])[N:4]([C:8]2[CH:13]=[CH:12][CH:11]=[CH:10][CH:9]=2)[C:5](=[O:7])[CH:6]=1.C(N(CC)CC)C.[CH:22]([OH:25])([CH3:24])[CH3:23], predict the reaction product. The product is: [CH:22]([O:25][C:2]1[C:3](=[O:14])[N:4]([C:8]2[CH:13]=[CH:12][CH:11]=[CH:10][CH:9]=2)[C:5](=[O:7])[CH:6]=1)([CH3:24])[CH3:23]. (4) Given the reactants C1(S([N:10]2[C:14]3=[N:15][CH:16]=[C:17]([O:19][CH3:20])[CH:18]=[C:13]3[CH:12]=[C:11]2[C:21]([C:28]2[CH:33]=[CH:32][C:31]([S:34]([CH3:37])(=[O:36])=[O:35])=[CH:30][CH:29]=2)=[CH:22][CH:23]2[CH2:27][CH2:26][CH2:25][CH2:24]2)(=O)=O)C=CC=CC=1.[F-].C([N+](CCCC)(CCCC)CCCC)CCC, predict the reaction product. The product is: [CH:23]1([CH:22]=[C:21]([C:11]2[NH:10][C:14]3=[N:15][CH:16]=[C:17]([O:19][CH3:20])[CH:18]=[C:13]3[CH:12]=2)[C:28]2[CH:33]=[CH:32][C:31]([S:34]([CH3:37])(=[O:36])=[O:35])=[CH:30][CH:29]=2)[CH2:27][CH2:26][CH2:25][CH2:24]1. (5) Given the reactants [CH3:1][O:2][C:3]1[C:29]([O:30][CH3:31])=[CH:28][C:6]2[CH2:7][CH2:8][N:9]([C:12](=[O:27])[CH2:13][CH2:14][N:15]([CH2:17][CH:18]3[CH2:25][C:24]4[C:19]3=[CH:20][CH:21]=[C:22]([OH:26])[CH:23]=4)[CH3:16])[CH2:10][CH2:11][C:5]=2[CH:4]=1.C(N(CC)CC)C.[CH3:39][N:40]([CH3:44])[C:41]([Cl:43])=[O:42], predict the reaction product. The product is: [ClH:43].[CH3:39][N:40]([CH3:44])[C:41](=[O:42])[O:26][C:22]1[CH:23]=[C:24]2[C:19](=[CH:20][CH:21]=1)[CH:18]([CH2:17][N:15]([CH2:14][CH2:13][C:12]([N:9]1[CH2:10][CH2:11][C:5]3[CH:4]=[C:3]([O:2][CH3:1])[C:29]([O:30][CH3:31])=[CH:28][C:6]=3[CH2:7][CH2:8]1)=[O:27])[CH3:16])[CH2:25]2. (6) Given the reactants [CH3:1][C:2]1[C:6]([C:7]2[CH:8]=[C:9]([C:17]([OH:31])([C:24]3[CH:29]=[CH:28][CH:27]=[C:26](C)[N:25]=3)[C:18]3[CH:23]=[CH:22][CH:21]=[CH:20][N:19]=3)[C:10]3[NH:14][C:13](=[O:15])[NH:12][C:11]=3[CH:16]=2)=[C:5]([CH3:32])[O:4][N:3]=1.[CH3:33][N:34](C1C=CC=C(Br)N=1)[CH3:35], predict the reaction product. The product is: [CH3:33][N:34]([CH3:35])[C:26]1[N:25]=[C:24]([C:17]([OH:31])([C:18]2[CH:23]=[CH:22][CH:21]=[CH:20][N:19]=2)[C:9]2[C:10]3[NH:14][C:13](=[O:15])[NH:12][C:11]=3[CH:16]=[C:7]([C:6]3[C:2]([CH3:1])=[N:3][O:4][C:5]=3[CH3:32])[CH:8]=2)[CH:29]=[CH:28][CH:27]=1.